This data is from Forward reaction prediction with 1.9M reactions from USPTO patents (1976-2016). The task is: Predict the product of the given reaction. Given the reactants C(S([C:10]1[N:15]2[N:16]=[CH:17][C:18]([CH:19]=[C:20]3[NH:24][C:23](=[O:25])[NH:22][C:21]3=[O:26])=[C:14]2[N:13]=[C:12]([NH:27][C:28]2[CH:33]=[CH:32][CH:31]=[C:30]([Cl:34])[CH:29]=2)[CH:11]=1)=O)C1C=CC=CC=1.[NH2:35][CH2:36][CH2:37][OH:38].O, predict the reaction product. The product is: [Cl:34][C:30]1[CH:29]=[C:28]([NH:27][C:12]2[CH:11]=[C:10]([NH:35][CH2:36][CH2:37][OH:38])[N:15]3[N:16]=[CH:17][C:18]([CH:19]=[C:20]4[NH:24][C:23](=[O:25])[NH:22][C:21]4=[O:26])=[C:14]3[N:13]=2)[CH:33]=[CH:32][CH:31]=1.